Dataset: Forward reaction prediction with 1.9M reactions from USPTO patents (1976-2016). Task: Predict the product of the given reaction. (1) Given the reactants [CH2:1]([O:3][C:4]1[CH:5]=[C:6]([CH:10]=[CH:11][C:12]=1[N+:13]([O-])=O)[C:7]([OH:9])=[O:8])[CH3:2], predict the reaction product. The product is: [NH2:13][C:12]1[CH:11]=[CH:10][C:6]([C:7]([OH:9])=[O:8])=[CH:5][C:4]=1[O:3][CH2:1][CH3:2]. (2) Given the reactants O1[C:5]2[CH:6]=[CH:7][CH:8]=[CH:9][C:4]=2[CH:3]=[C:2]1[CH:10](C1C=CC=CC=1)[NH:11][S:12]([C:15]1[CH:26]=[CH:25][C:18]2[O:19][CH2:20][CH:21](O)[CH2:22][O:23][C:17]=2[CH:16]=1)(=[O:14])=[O:13].[CH3:33][CH2:34][CH2:35][CH2:36][N+](CCCC)([CH2:33][CH2:34][CH2:35][CH3:36])[CH2:33][CH2:34][CH2:35][CH3:36].[FH:50].[FH:50].[F-:50].Cl[CH:54]([Cl:56])[CH3:55].C(N([S:62](F)(F)F)CC)C.C(=O)(O)[O-].[Na+], predict the reaction product. The product is: [S:62]1[C:5]2[CH:6]=[CH:7][CH:8]=[CH:9][C:4]=2[CH:3]=[C:2]1[C@@H:10]([C:55]1[CH:36]=[CH:35][CH:34]=[CH:33][C:54]=1[Cl:56])[NH:11][S:12]([C:15]1[CH:26]=[CH:25][C:18]2[O:19][CH2:20][CH:21]([F:50])[CH2:22][O:23][C:17]=2[CH:16]=1)(=[O:13])=[O:14]. (3) Given the reactants [Cl:1][C:2]1[C:7]([C:8]([C:10]2[CH:11]=[N:12][CH:13]=[CH:14][CH:15]=2)=[O:9])=[C:6]([F:16])[C:5]([C@H:17]([NH:20][CH2:21][C:22]2[N:23](C(C3C=CC=CC=3)(C3C=CC=CC=3)C3C=CC=CC=3)[CH:24]=[N:25][CH:26]=2)[CH2:18][CH3:19])=[CH:4][CH:3]=1.Cl.CCOC(C)=O.C(O)C, predict the reaction product. The product is: [Cl:1][C:2]1[CH:3]=[CH:4][C:5]([C@H:17]([NH:20][CH2:21][C:22]2[NH:23][CH:24]=[N:25][CH:26]=2)[CH2:18][CH3:19])=[C:6]([F:16])[C:7]=1[C:8]([C:10]1[CH:11]=[N:12][CH:13]=[CH:14][CH:15]=1)=[O:9]. (4) The product is: [C:26]1([S:32]([C:2]2[CH:10]=[C:9]([Cl:11])[C:8]3[N:7]([CH3:12])[C:6]4[CH2:13][CH:14]5[NH:18][CH:17]([C:5]=4[C:4]=3[C:3]=2[C:19]([O:21][C:22]([CH3:25])([CH3:24])[CH3:23])=[O:20])[CH2:16][CH2:15]5)(=[O:34])=[O:33])[CH:31]=[CH:30][CH:29]=[CH:28][CH:27]=1. Given the reactants Br[C:2]1[CH:10]=[C:9]([Cl:11])[C:8]2[N:7]([CH3:12])[C:6]3[CH2:13][CH:14]4[NH:18][CH:17]([C:5]=3[C:4]=2[C:3]=1[C:19]([O:21][C:22]([CH3:25])([CH3:24])[CH3:23])=[O:20])[CH2:16][CH2:15]4.[C:26]1([S:32](C2C=CC=CC=2)(=[O:34])=[O:33])[CH:31]=[CH:30][CH:29]=[CH:28][CH:27]=1, predict the reaction product.